From a dataset of Peptide-MHC class I binding affinity with 185,985 pairs from IEDB/IMGT. Regression. Given a peptide amino acid sequence and an MHC pseudo amino acid sequence, predict their binding affinity value. This is MHC class I binding data. (1) The peptide sequence is SIMSMMNITR. The MHC is HLA-A03:01 with pseudo-sequence HLA-A03:01. The binding affinity (normalized) is 0.509. (2) The peptide sequence is YPDPVIKV. The MHC is HLA-C07:01 with pseudo-sequence HLA-C07:01. The binding affinity (normalized) is 0.0847. (3) The peptide sequence is KYRLKHIVW. The MHC is HLA-B54:01 with pseudo-sequence HLA-B54:01. The binding affinity (normalized) is 0. (4) The peptide sequence is KETCIFNPI. The MHC is H-2-Kd with pseudo-sequence H-2-Kd. The binding affinity (normalized) is 0.330.